From a dataset of Forward reaction prediction with 1.9M reactions from USPTO patents (1976-2016). Predict the product of the given reaction. (1) The product is: [Cl:21][C:22]1[CH:28]=[C:27]([O:29][C:30]2[C:31]3[N:38]([CH3:39])[CH:37]=[CH:36][C:32]=3[N:33]=[CH:34][N:35]=2)[CH:26]=[CH:25][C:23]=1[NH:24][C:8]([NH:9][C:10]1[CH:11]=[N:12][C:13]([C:16]([F:17])([F:18])[F:19])=[CH:14][CH:15]=1)=[O:20]. Given the reactants C1(O[C:8](=[O:20])[NH:9][C:10]2[CH:11]=[N:12][C:13]([C:16]([F:19])([F:18])[F:17])=[CH:14][CH:15]=2)C=CC=CC=1.[Cl:21][C:22]1[CH:28]=[C:27]([O:29][C:30]2[C:31]3[N:38]([CH3:39])[CH:37]=[CH:36][C:32]=3[N:33]=[CH:34][N:35]=2)[CH:26]=[CH:25][C:23]=1[NH2:24].N1C=CC=CC=1, predict the reaction product. (2) Given the reactants [CH3:1][O:2][C@H:3]1[CH2:20][CH2:19][C@@:18]2([CH3:21])[C:5](=[CH:6][C:7](=[O:23])[C@@H:8]3[C@@H:17]2[CH2:16][CH2:15][C@@:13]2([CH3:14])[C@H:9]3[CH2:10][CH2:11][C:12]2=[O:22])[CH2:4]1.[BH4-].[Na+], predict the reaction product. The product is: [CH3:1][O:2][C@H:3]1[CH2:20][CH2:19][C@@:18]2([CH3:21])[C:5](=[CH:6][C@H:7]([OH:23])[C@@H:8]3[C@@H:17]2[CH2:16][CH2:15][C@@:13]2([CH3:14])[C@H:9]3[CH2:10][CH2:11][C@@H:12]2[OH:22])[CH2:4]1.